From a dataset of Reaction yield outcomes from USPTO patents with 853,638 reactions. Predict the reaction yield, written as a fraction of the theoretical maximum amount of product (1.0 means a 100% yield; for example, 0.34 means a 34% yield). (1) The catalyst is C1COCC1. The reactants are C1(P(C2C=CC=CC=2)C2C=CC=CC=2)C=CC=CC=1.[Cl:20][C:21]1[C:30]2[C:25](=[CH:26][CH:27]=[CH:28][CH:29]=2)[C:24](O)=[C:23]([CH2:32][CH2:33][CH2:34][OH:35])[N:22]=1.N(C(OC(C)C)=O)=NC(OC(C)C)=O. The product is [Cl:20][C:21]1[C:30]2[CH:29]=[CH:28][CH:27]=[CH:26][C:25]=2[C:24]2[O:35][CH2:34][CH2:33][CH2:32][C:23]=2[N:22]=1. The yield is 0.730. (2) The reactants are [N:1]1[CH:6]=[CH:5][CH:4]=[C:3]([N:7]2[CH2:11][CH2:10][CH2:9][C:8]2=[O:12])[CH:2]=1.[Li+].CC([N-]C(C)C)C.Cl[C:22]([O:24][CH3:25])=[O:23]. The catalyst is C1COCC1. The product is [O:12]=[C:8]1[CH:9]([C:22]([O:24][CH3:25])=[O:23])[CH2:10][CH2:11][N:7]1[C:3]1[CH:2]=[N:1][CH:6]=[CH:5][CH:4]=1. The yield is 0.260. (3) The reactants are S(=O)(=O)(O)O.COC(=O)[NH:9][CH2:10][C@H:11]([CH2:16][C:17](=[O:27])N[C@H](C1C=CC=CC=1)C)[CH2:12][CH:13]([CH3:15])[CH3:14].[OH-:29].[Na+]. No catalyst specified. The product is [CH3:15][CH:13]([CH2:12][C@H:11]([CH2:10][NH2:9])[CH2:16][C:17]([OH:27])=[O:29])[CH3:14]. The yield is 0.504. (4) The reactants are [CH3:1]CCC[N+](CCCC)(CCCC)CCCC.[F-].[Br:19][C:20]1[CH:21]=[C:22]([CH:27]([C:33]#[N:34])[C:28]([O:30][CH2:31][CH3:32])=[O:29])[CH:23]=[C:24]([Cl:26])[CH:25]=1.IC.[Cl-].[NH4+]. The catalyst is CS(C)=O. The product is [Br:19][C:20]1[CH:21]=[C:22]([C:27]([C:33]#[N:34])([CH3:1])[C:28]([O:30][CH2:31][CH3:32])=[O:29])[CH:23]=[C:24]([Cl:26])[CH:25]=1. The yield is 0.860. (5) The reactants are Cl.[Cl:2][C:3]1[CH:8]=[C:7]([C:9]2[CH:14]=[CH:13][CH:12]=[C:11]([Cl:15])[CH:10]=2)[N:6]=[C:5]2[CH2:16][CH2:17][CH2:18][C:4]=12.[F:19][C:20]([F:30])([F:29])[CH2:21][C:22]1[CH:28]=[CH:27][C:25]([NH2:26])=[CH:24][CH:23]=1. No catalyst specified. The product is [ClH:2].[Cl:15][C:11]1[CH:10]=[C:9]([C:7]2[N:6]=[C:5]3[CH2:16][CH2:17][CH2:18][C:4]3=[C:3]([NH:26][C:25]3[CH:27]=[CH:28][C:22]([CH2:21][C:20]([F:19])([F:29])[F:30])=[CH:23][CH:24]=3)[CH:8]=2)[CH:14]=[CH:13][CH:12]=1. The yield is 0.620. (6) The reactants are [Cl:1][C:2]1[CH:7]=[CH:6][C:5]([N:8]2[C:13]([OH:14])=[C:12]([C:15](OCC)=[O:16])[C:11](=[O:20])[N:10]([CH2:21][C:22]3[CH:27]=[CH:26][CH:25]=[CH:24][CH:23]=3)[C:9]2=[S:28])=[CH:4][CH:3]=1.C1CCN2C(=NCCC2)CC1.[NH2:40][CH2:41][C:42]([OH:44])=[O:43]. The catalyst is C(O)C.Cl. The product is [Cl:1][C:2]1[CH:3]=[CH:4][C:5]([N:8]2[C:13]([OH:14])=[C:12]([C:15]([NH:40][CH2:41][C:42]([OH:44])=[O:43])=[O:16])[C:11](=[O:20])[N:10]([CH2:21][C:22]3[CH:23]=[CH:24][CH:25]=[CH:26][CH:27]=3)[C:9]2=[S:28])=[CH:6][CH:7]=1. The yield is 0.240. (7) The reactants are C1C(=O)N([Br:8])C(=O)C1.[CH2:9]([C:11]1[C:19]2[C:14](=[N:15][CH:16]=[C:17]3[CH:22]=[N:21][N:20]([CH3:23])[C:18]3=2)[N:13]([S:24]([C:27]2[CH:33]=[CH:32][C:30]([CH3:31])=[CH:29][CH:28]=2)(=[O:26])=[O:25])[CH:12]=1)[CH3:10]. The catalyst is C1COCC1.[O-]S([O-])(=S)=O.[Na+].[Na+]. The product is [Br:8][C:22]1[C:17]2[C:18](=[C:19]3[C:11]([CH2:9][CH3:10])=[CH:12][N:13]([S:24]([C:27]4[CH:28]=[CH:29][C:30]([CH3:31])=[CH:32][CH:33]=4)(=[O:26])=[O:25])[C:14]3=[N:15][CH:16]=2)[N:20]([CH3:23])[N:21]=1. The yield is 0.750.